From a dataset of hERG Central: cardiac toxicity at 1µM, 10µM, and general inhibition. Predict hERG channel inhibition at various concentrations. (1) The compound is COc1ccc(-n2c(-c3ccc(Br)cc3)c[n+]3c2CCCCC3)cc1.[Br-]. Results: hERG_inhib (hERG inhibition (general)): blocker. (2) The molecule is O=C(COc1ccc(Cl)cc1)N1CCN(Cc2ccc3c(c2)OCO3)CC1. Results: hERG_inhib (hERG inhibition (general)): blocker. (3) The compound is CCOC(=O)C1(CC2CCCCO2)CCN(S(=O)(=O)c2cc(C)cs2)CC1. Results: hERG_inhib (hERG inhibition (general)): blocker. (4) The drug is CCCCn1nc(C(=O)Nc2cccc(C(=O)NC3CC3)c2)c2ccccc2c1=O. Results: hERG_inhib (hERG inhibition (general)): blocker. (5) The molecule is CC(=O)c1ccc(Nc2c3c(c(C#N)c4nc5ccccc5n24)CCC3)cc1. Results: hERG_inhib (hERG inhibition (general)): blocker. (6) The compound is CCCCCCCNC1=CC(=O)CC(c2ccco2)C1. Results: hERG_inhib (hERG inhibition (general)): blocker. (7) The drug is CC1CCN(CCCOc2ccc(OCc3ccccc3)cc2)CC1.O=C(O)C(=O)O. Results: hERG_inhib (hERG inhibition (general)): blocker.